From a dataset of Experimentally validated miRNA-target interactions with 360,000+ pairs, plus equal number of negative samples. Binary Classification. Given a miRNA mature sequence and a target amino acid sequence, predict their likelihood of interaction. (1) The miRNA is rno-miR-125a-3p with sequence ACAGGUGAGGUUCUUGGGAGCC. The protein sequence of the target gene is MGKISSLPTQLFKICLCDFLKIKIHIMSSSHLFYLALCLLTFTSSATAGPETLCGAELVDALQFVCGPRGFYFNKPTGYGSSIRRAPQTGIVDECCFRSCDLRRLEMYCAPLKPTKSARSIRAQRHTDMPKTQKEVHLKNTSRGSAGNKTYRM. Result: 0 (no interaction). (2) The miRNA is hsa-miR-4735-5p with sequence CCUAAUUUGAACACCUUCGGUA. The protein sequence of the target gene is MAAVQVAASLPCGQPREAPRELSPEQDDGFRRLSARLRALQPDDSTVSRMEIHLLFDQLISENYSEGGGVAPEDVSALLVRACQLVPLNQNHLVSKVCQLIHRLLNRLQVVVDEPNLDFLLTYTISALQQCSSWTHMEILQALAALVYCNGSKCQKHLPDLLGKSGLLMKLSDLSHSDPEVRRAAVHCMANLCLSVPGQPYLEEPYQHVCFQAFLTILQSPKSSDMDDITFCMLLQNALKGIQSLLNGGKMRLTQTEHLGALLAVLKKAMFHGLPGLNIEMPAVLYPTPLPQYDGRSPVK.... Result: 0 (no interaction). (3) The miRNA is rno-miR-342-3p with sequence UCUCACACAGAAAUCGCACCCGU. The protein sequence of the target gene is MEEPEMQLKGKKVTDKFTESVYVLANEPSVALYRLQEHVRRSLPELAQHKADMQRWEEQSQGAIYTVEYACSAVKSLVDSSVYFRSVEGLLKQAISIRDHMNTSAQGHSQEKLSPPPSLA. Result: 0 (no interaction). (4) The miRNA is hsa-miR-6785-5p with sequence UGGGAGGGCGUGGAUGAUGGUG. The protein sequence of the target gene is MIALFNKLLDWFKALFWKEEMELTLVGLQYSGKTTFVNVIASGQFNEDMIPTVGFNMRKITKGNVTIKLWDIGGQPRFRSMWERYCRGVSAIVYMVDAADQEKIEASKNELHNLLDKPQLQGIPVLVLGNKRDLPGALDEKELIEKMNLSAIQDREICCYSISCKEKDNIDITLQWLIQHSKSRRS. Result: 1 (interaction).